Dataset: Peptide-MHC class I binding affinity with 185,985 pairs from IEDB/IMGT. Task: Regression. Given a peptide amino acid sequence and an MHC pseudo amino acid sequence, predict their binding affinity value. This is MHC class I binding data. (1) The peptide sequence is GTIKESLLK. The MHC is HLA-A68:01 with pseudo-sequence HLA-A68:01. The binding affinity (normalized) is 0.568. (2) The peptide sequence is AEVQIDRLIT. The MHC is HLA-B18:01 with pseudo-sequence HLA-B18:01. The binding affinity (normalized) is 0.0609.